Dataset: Forward reaction prediction with 1.9M reactions from USPTO patents (1976-2016). Task: Predict the product of the given reaction. Given the reactants Cl.[F:2][C:3]1[CH:11]=[C:10]2[C:6]([C:7]([C:21]3[CH:22]=[N:23][N:24]([CH:26]4[CH2:31][CH2:30][NH:29][CH2:28][CH2:27]4)[CH:25]=3)=[CH:8][N:9]2[S:12]([C:15]2[CH:20]=[CH:19][CH:18]=[CH:17][CH:16]=2)(=[O:14])=[O:13])=[CH:5][CH:4]=1.CCN(CC)CC.[CH3:39][O:40][CH2:41][CH2:42][S:43](Cl)(=[O:45])=[O:44], predict the reaction product. The product is: [F:2][C:3]1[CH:11]=[C:10]2[C:6]([C:7]([C:21]3[CH:22]=[N:23][N:24]([CH:26]4[CH2:31][CH2:30][N:29]([S:43]([CH2:42][CH2:41][O:40][CH3:39])(=[O:45])=[O:44])[CH2:28][CH2:27]4)[CH:25]=3)=[CH:8][N:9]2[S:12]([C:15]2[CH:16]=[CH:17][CH:18]=[CH:19][CH:20]=2)(=[O:13])=[O:14])=[CH:5][CH:4]=1.